From a dataset of TCR-epitope binding with 47,182 pairs between 192 epitopes and 23,139 TCRs. Binary Classification. Given a T-cell receptor sequence (or CDR3 region) and an epitope sequence, predict whether binding occurs between them. (1) The epitope is NLVPMVATV. The TCR CDR3 sequence is CSARDLKGSSYNEQFF. Result: 1 (the TCR binds to the epitope). (2) The epitope is LPPIVAKEI. The TCR CDR3 sequence is CASSLWQNTEAFF. Result: 0 (the TCR does not bind to the epitope). (3) The epitope is KPLEFGATSAAL. The TCR CDR3 sequence is CASSPPTGTQETQYF. Result: 1 (the TCR binds to the epitope). (4) The epitope is IIKDYGKQM. The TCR CDR3 sequence is CAISETLNEQFF. Result: 0 (the TCR does not bind to the epitope). (5) The epitope is SEETGTLIV. The TCR CDR3 sequence is CASRLQGSGELFF. Result: 0 (the TCR does not bind to the epitope). (6) The epitope is TPINLVRDL. The TCR CDR3 sequence is CASSQGQGSYEQYF. Result: 1 (the TCR binds to the epitope). (7) The epitope is FLRGRAYGL. The TCR CDR3 sequence is CASSAGGTPDQPQHF. Result: 0 (the TCR does not bind to the epitope). (8) The TCR CDR3 sequence is CASSLPGDTQYF. The epitope is FVDGVPFVV. Result: 1 (the TCR binds to the epitope). (9) The epitope is FSKQLQQSM. The TCR CDR3 sequence is CASSLGSDNEQFF. Result: 1 (the TCR binds to the epitope).